Task: Predict the reactants needed to synthesize the given product.. Dataset: Full USPTO retrosynthesis dataset with 1.9M reactions from patents (1976-2016) (1) Given the product [C:1]([C:3]1[C:4]([N:18]2[CH2:21][CH:20]([C:22](=[O:24])[NH:36][S:33]([CH2:32][C:30]3[CH:31]=[C:26]([F:25])[CH:27]=[CH:28][C:29]=3[CH3:37])(=[O:35])=[O:34])[CH2:19]2)=[N:5][C:6]([C:14]([F:17])([F:15])[F:16])=[C:7]([CH:8]=1)[C:9]([O:11][CH2:12][CH3:13])=[O:10])#[N:2], predict the reactants needed to synthesize it. The reactants are: [C:1]([C:3]1[C:4]([N:18]2[CH2:21][CH:20]([C:22]([OH:24])=O)[CH2:19]2)=[N:5][C:6]([C:14]([F:17])([F:16])[F:15])=[C:7]([C:9]([O:11][CH2:12][CH3:13])=[O:10])[CH:8]=1)#[N:2].[F:25][C:26]1[CH:27]=[CH:28][C:29]([CH3:37])=[C:30]([CH2:32][S:33]([NH2:36])(=[O:35])=[O:34])[CH:31]=1. (2) Given the product [C:23]([C:27]1[CH:31]=[C:30]([NH:32][C:33]([NH:19][C:18]2[CH:20]=[CH:21][CH:22]=[C:16]([S:15][C:6]3[C:5]4[C:10](=[CH:11][C:12]([O:13][CH3:14])=[C:3]([O:2][CH3:1])[CH:4]=4)[N:9]=[CH:8][N:7]=3)[CH:17]=2)=[O:34])[N:29]([C:42]2[CH:43]=[N:44][CH:45]=[C:46]([F:48])[CH:47]=2)[N:28]=1)([CH3:26])([CH3:24])[CH3:25], predict the reactants needed to synthesize it. The reactants are: [CH3:1][O:2][C:3]1[CH:4]=[C:5]2[C:10](=[CH:11][C:12]=1[O:13][CH3:14])[N:9]=[CH:8][N:7]=[C:6]2[S:15][C:16]1[CH:17]=[C:18]([CH:20]=[CH:21][CH:22]=1)[NH2:19].[C:23]([C:27]1[CH:31]=[C:30]([NH:32][C:33](=O)[O:34]C2C=CC=CC=2)[N:29]([C:42]2[CH:43]=[N:44][CH:45]=[C:46]([F:48])[CH:47]=2)[N:28]=1)([CH3:26])([CH3:25])[CH3:24]. (3) Given the product [CH2:51]([O:53][C:54](=[O:60])[CH2:55][CH2:56][NH:57][C:58]([NH:30][C:31]1[S:32][C:33]([C:37]2[CH:42]=[C:41]([Cl:43])[C:40]([S:44](=[O:46])(=[O:45])[N:47]([CH3:49])[CH3:48])=[C:39]([Cl:50])[CH:38]=2)=[C:34]([CH3:36])[N:35]=1)=[O:59])[CH3:52], predict the reactants needed to synthesize it. The reactants are: C(OC(=O)CCCNC(NC1SC(C2C=CC(S(C)(=O)=O)=C(F)C=2)=C(C)N=1)=O)C.[NH2:30][C:31]1[S:32][C:33]([C:37]2[CH:42]=[C:41]([Cl:43])[C:40]([S:44]([N:47]([CH3:49])[CH3:48])(=[O:46])=[O:45])=[C:39]([Cl:50])[CH:38]=2)=[C:34]([CH3:36])[N:35]=1.[CH2:51]([O:53][C:54](=[O:60])[CH2:55][CH2:56][N:57]=[C:58]=[O:59])[CH3:52].